This data is from NCI-60 drug combinations with 297,098 pairs across 59 cell lines. The task is: Regression. Given two drug SMILES strings and cell line genomic features, predict the synergy score measuring deviation from expected non-interaction effect. (1) Drug 1: CC1=C(C=C(C=C1)NC(=O)C2=CC=C(C=C2)CN3CCN(CC3)C)NC4=NC=CC(=N4)C5=CN=CC=C5. Drug 2: CC1CCC2CC(C(=CC=CC=CC(CC(C(=O)C(C(C(=CC(C(=O)CC(OC(=O)C3CCCCN3C(=O)C(=O)C1(O2)O)C(C)CC4CCC(C(C4)OC)O)C)C)O)OC)C)C)C)OC. Cell line: DU-145. Synergy scores: CSS=0.784, Synergy_ZIP=-5.44, Synergy_Bliss=-9.86, Synergy_Loewe=-12.0, Synergy_HSA=-8.75. (2) Drug 1: CN1CCC(CC1)COC2=C(C=C3C(=C2)N=CN=C3NC4=C(C=C(C=C4)Br)F)OC. Drug 2: CC1CCCC2(C(O2)CC(NC(=O)CC(C(C(=O)C(C1O)C)(C)C)O)C(=CC3=CSC(=N3)C)C)C. Cell line: MDA-MB-231. Synergy scores: CSS=16.6, Synergy_ZIP=-0.189, Synergy_Bliss=5.97, Synergy_Loewe=6.10, Synergy_HSA=6.66.